Predict the reaction yield, written as a fraction of the theoretical maximum amount of product (1.0 means a 100% yield; for example, 0.34 means a 34% yield). From a dataset of Reaction yield outcomes from USPTO patents with 853,638 reactions. (1) The reactants are [NH2:1][C:2]1[NH:7][C:6](=[O:8])[N:5]([CH2:9][CH2:10][CH3:11])[C:4](=[O:12])[C:3]=1[NH:13][C:14](=O)[C:15]1[CH:20]=[CH:19][C:18]([Cl:21])=[N:17][CH:16]=1.O=P12OP3(OP(OP(O3)(O1)=O)(=O)O2)=O.O. The catalyst is CN(C=O)C. The product is [Cl:21][C:18]1[N:17]=[CH:16][C:15]([C:14]2[NH:13][C:3]3[C:4](=[O:12])[N:5]([CH2:9][CH2:10][CH3:11])[C:6](=[O:8])[NH:7][C:2]=3[N:1]=2)=[CH:20][CH:19]=1. The yield is 0.770. (2) The reactants are Cl[Si](C)(C)C.[F:6][C:7]1[C:12]([C:13]#[N:14])=[C:11](I)[C:10]([O:16][CH3:17])=[C:9]([O:18][CH3:19])[CH:8]=1.Br[C:21]1[CH:26]=[CH:25][CH:24]=[CH:23][N:22]=1. The catalyst is C1COCC1.[Zn].C([O-])(=O)C.[Pd+2].C([O-])(=O)C.C1(P(C2C=CC=CC=2)C2C=CC=CC=2)C=CC=CC=1. The product is [F:6][C:7]1[C:12]([C:13]#[N:14])=[C:11]([C:21]2[CH:26]=[CH:25][CH:24]=[CH:23][N:22]=2)[C:10]([O:16][CH3:17])=[C:9]([O:18][CH3:19])[CH:8]=1. The yield is 0.670. (3) The reactants are [CH3:1][O:2][C:3]1[CH:4]=[C:5]([P:12](Cl)(Cl)=[O:13])[CH:6]=[CH:7][C:8]=1[N+:9]([O-:11])=[O:10].[CH:16]([Mg]Br)=[CH2:17].[CH2:20]1COC[CH2:21]1. No catalyst specified. The product is [CH:20]([P:12](=[O:13])([CH:16]=[CH2:17])[C:5]1[CH:6]=[CH:7][C:8]([N+:9]([O-:11])=[O:10])=[C:3]([O:2][CH3:1])[CH:4]=1)=[CH2:21]. The yield is 0.750.